The task is: Regression. Given two drug SMILES strings and cell line genomic features, predict the synergy score measuring deviation from expected non-interaction effect.. This data is from NCI-60 drug combinations with 297,098 pairs across 59 cell lines. (1) Drug 1: CCN(CC)CCCC(C)NC1=C2C=C(C=CC2=NC3=C1C=CC(=C3)Cl)OC. Drug 2: C1CCC(C(C1)N)N.C(=O)(C(=O)[O-])[O-].[Pt+4]. Cell line: SK-MEL-2. Synergy scores: CSS=13.3, Synergy_ZIP=-0.596, Synergy_Bliss=-1.89, Synergy_Loewe=-1.80, Synergy_HSA=1.58. (2) Drug 1: COC1=CC(=CC(=C1O)OC)C2C3C(COC3=O)C(C4=CC5=C(C=C24)OCO5)OC6C(C(C7C(O6)COC(O7)C8=CC=CS8)O)O. Drug 2: C1=NNC2=C1C(=O)NC=N2. Cell line: COLO 205. Synergy scores: CSS=32.5, Synergy_ZIP=2.68, Synergy_Bliss=2.61, Synergy_Loewe=-47.7, Synergy_HSA=-0.657.